This data is from Full USPTO retrosynthesis dataset with 1.9M reactions from patents (1976-2016). The task is: Predict the reactants needed to synthesize the given product. (1) Given the product [CH:30]1([C:27]2[CH:26]=[CH:25][C:24]([C:17](=[O:18])[C@@H:16]([C:12]3[CH:13]=[CH:14][CH:15]=[C:10]([O:9][CH3:8])[CH:11]=3)[CH3:20])=[CH:29][CH:28]=2)[CH2:31][CH2:32][CH2:33][CH2:34][CH2:35]1, predict the reactants needed to synthesize it. The reactants are: C(Cl)Cl.[Cl-].[Al+3].[Cl-].[Cl-].[CH3:8][O:9][C:10]1[CH:11]=[C:12]([C@@H:16]([CH3:20])[C:17](Cl)=[O:18])[CH:13]=[CH:14][CH:15]=1.C([C@H:24]1[CH2:29][CH2:28][C@H:27]([C:30]2[CH:35]=[CH:34][CH:33]=[CH:32][CH:31]=2)[CH2:26][CH2:25]1)CC. (2) Given the product [CH2:60]([O:59][C:58]([O:47][C@@H:11]1[C@@H:10]([CH2:9][O:8][Si:1]([C:4]([CH3:7])([CH3:6])[CH3:5])([CH3:3])[CH3:2])[O:19][C@H:14]([O:15]/[CH:16]=[CH:17]/[CH3:18])[C@H:13]([O:20][CH2:21][CH2:22][C@H:23]([O:35][C:70]([O:73][CH2:53][CH:52]=[CH2:51])=[O:72])[CH2:24][CH2:25][CH2:26][CH2:27][CH2:28][CH2:29][CH2:30][CH2:31][CH2:32][CH2:33][CH3:34])[C@H:12]1[O:36][CH2:37][CH2:38][CH2:39][CH2:40][CH2:41][CH2:42][CH2:43][CH2:44][CH2:45][CH3:46])=[O:64])[CH:66]=[CH2:67], predict the reactants needed to synthesize it. The reactants are: [Si:1]([O:8][CH2:9][C@H:10]1[O:19][C@H:14]([O:15]/[CH:16]=[CH:17]/[CH3:18])[C@H:13]([O:20][CH2:21][CH2:22][C@H:23]([OH:35])[CH2:24][CH2:25][CH2:26][CH2:27][CH2:28][CH2:29][CH2:30][CH2:31][CH2:32][CH2:33][CH3:34])[C@@H:12]([O:36][CH2:37][CH2:38][CH2:39][CH2:40][CH2:41][CH2:42][CH2:43][CH2:44][CH2:45][CH3:46])[C@@H:11]1[OH:47])([C:4]([CH3:7])([CH3:6])[CH3:5])([CH3:3])[CH3:2].N1[CH:53]=[CH:52][CH:51]=CC=1.ClC(Cl)(O[C:58](=[O:64])[O:59][C:60](Cl)(Cl)Cl)Cl.[CH2:66](O)[CH:67]=C.[C:70]([O:73]CC)(=[O:72])C. (3) Given the product [CH2:1]([O:8][C:9](=[O:32])[NH:10][C:11]1[CH:16]=[CH:15][C:14]([F:17])=[C:13]([C:18]([C:20]2[C:28]3[C:23](=[N:24][CH:25]=[C:26]([C:29]#[N:30])[CH:27]=3)[NH:22][CH:21]=2)=[O:19])[C:12]=1[F:31])[C:2]1[CH:3]=[CH:4][CH:5]=[CH:6][CH:7]=1, predict the reactants needed to synthesize it. The reactants are: [CH2:1]([O:8][C:9](=[O:32])[NH:10][C:11]1[CH:16]=[CH:15][C:14]([F:17])=[C:13]([CH:18]([C:20]2[C:28]3[C:23](=[N:24][CH:25]=[C:26]([C:29]#[N:30])[CH:27]=3)[NH:22][CH:21]=2)[OH:19])[C:12]=1[F:31])[C:2]1[CH:7]=[CH:6][CH:5]=[CH:4][CH:3]=1.CC(OI1(OC(C)=O)(OC(C)=O)OC(=O)C2C=CC=CC1=2)=O.C(=O)([O-])[O-].[K+].[K+].S([O-])([O-])(=O)=S.[Na+].[Na+]. (4) Given the product [Cl:16][C:17]1[CH:18]=[CH:19][CH:20]=[C:21]2[C:30]=1[C:24]1([CH2:25][CH2:26][N:27]([C:9](=[O:11])[CH2:8][C:5]3[CH:6]=[CH:7][C:2]([F:1])=[CH:3][C:4]=3[C:12]([F:15])([F:14])[F:13])[CH2:28][CH2:29]1)[CH2:23][CH:22]2[CH2:31][C:32]([OH:34])=[O:33], predict the reactants needed to synthesize it. The reactants are: [F:1][C:2]1[CH:7]=[CH:6][C:5]([CH2:8][C:9]([OH:11])=O)=[C:4]([C:12]([F:15])([F:14])[F:13])[CH:3]=1.[Cl:16][C:17]1[CH:18]=[CH:19][CH:20]=[C:21]2[C:30]=1[C:24]1([CH2:29][CH2:28][NH:27][CH2:26][CH2:25]1)[CH2:23][CH:22]2[CH2:31][C:32]([O:34]CC)=[O:33]. (5) Given the product [Cl:29][C:30]1[CH:35]=[CH:34][N:33]=[CH:32][C:31]=1[C:2]1[N:10]=[CH:9][C:8]2[N:7]([CH2:11][O:12][CH2:13][CH2:14][Si:15]([CH3:16])([CH3:17])[CH3:18])[C:6]3[N:19]=[CH:20][C:21]([C:23]4[CH:24]=[N:25][N:26]([CH3:28])[CH:27]=4)=[CH:22][C:5]=3[C:4]=2[CH:3]=1, predict the reactants needed to synthesize it. The reactants are: I[C:2]1[N:10]=[CH:9][C:8]2[N:7]([CH2:11][O:12][CH2:13][CH2:14][Si:15]([CH3:18])([CH3:17])[CH3:16])[C:6]3[N:19]=[CH:20][C:21]([C:23]4[CH:24]=[N:25][N:26]([CH3:28])[CH:27]=4)=[CH:22][C:5]=3[C:4]=2[CH:3]=1.[Cl:29][C:30]1[CH:35]=[CH:34][N:33]=[CH:32][C:31]=1B1OC(C)(C)C(C)(C)O1. (6) Given the product [Cl:1][C:2]1[CH:14]=[CH:13][C:12]([CH3:15])=[C:11]2[C:3]=1[O:4][CH2:5][CH2:6][C:7]2=[O:9], predict the reactants needed to synthesize it. The reactants are: [Cl:1][C:2]1[CH:14]=[CH:13][C:12]([CH3:15])=[CH:11][C:3]=1[O:4][CH2:5][CH2:6][C:7]([O:9]C)=O.FC(F)(F)S(O)(=O)=O.